From a dataset of Reaction yield outcomes from USPTO patents with 853,638 reactions. Predict the reaction yield, written as a fraction of the theoretical maximum amount of product (1.0 means a 100% yield; for example, 0.34 means a 34% yield). The reactants are [Cl:1][C:2]1[CH:3]=[C:4]2[C:9](=[CH:10][CH:11]=1)[NH:8][C:7](=[O:12])[C:6]([CH2:13][CH2:14][CH3:15])=[C:5]2[OH:16].[H-].[Na+].[CH:19]1([CH2:23]Br)[CH2:22][CH2:21][CH2:20]1. The catalyst is CN(C=O)C. The product is [Cl:1][C:2]1[CH:3]=[C:4]2[C:9](=[CH:10][CH:11]=1)[NH:8][C:7](=[O:12])[C:6]([CH2:13][CH2:14][CH3:15])=[C:5]2[O:16][CH2:23][CH:19]1[CH2:22][CH2:21][CH2:20]1. The yield is 0.270.